This data is from Reaction yield outcomes from USPTO patents with 853,638 reactions. The task is: Predict the reaction yield, written as a fraction of the theoretical maximum amount of product (1.0 means a 100% yield; for example, 0.34 means a 34% yield). The reactants are [CH2:1]([N:3](S(F)(F)F)[CH2:4][CH3:5])[CH3:2].[FH:10].[N:11]1[CH:16]=CC=CC=1.C(N1[CH2:24][CH2:23][N:22]([C:25]2[C:34]3[C:29](=[CH:30][CH:31]=[CH:32][CH:33]=3)[CH:28]=[C:27]([C:35]3[CH:40]=[CH:39][C:38]([CH2:41][CH2:42][CH2:43]O)=CN=3)[N:26]=2)CC1)C. The catalyst is C(Cl)Cl. The product is [CH2:1]([N:3]1[CH2:24][CH2:23][N:22]([C:25]2[C:34]3[C:29](=[CH:30][CH:31]=[CH:32][CH:33]=3)[CH:28]=[C:27]([C:35]3[CH:40]=[CH:39][C:38]([CH2:41][CH2:42][CH2:43][F:10])=[N:11][CH:16]=3)[N:26]=2)[CH2:5][CH2:4]1)[CH3:2]. The yield is 0.0500.